Dataset: Forward reaction prediction with 1.9M reactions from USPTO patents (1976-2016). Task: Predict the product of the given reaction. (1) Given the reactants [CH2:1]=[CH:2][C:3]1[CH:8]=[CH:7][CH:6]=[CH:5][CH:4]=1.C([Li])CCC, predict the reaction product. The product is: [CH2:1]=[CH:2][CH:3]=[CH2:4].[CH2:1]=[CH:2][C:3]1[CH:8]=[CH:7][CH:6]=[CH:5][CH:4]=1. (2) The product is: [NH2:8][C@@H:9]([CH2:10][CH:11]([CH3:12])[CH3:13])[CH2:14][N:34]1[CH2:33][CH2:32][CH:31]([N:30]([C:27]2[CH:26]=[CH:25][C:24]([O:23][CH2:16][C:17]3[CH:18]=[CH:19][CH:20]=[CH:21][CH:22]=3)=[CH:29][CH:28]=2)[CH2:37][CH:38]=[C:39]([CH3:41])[CH3:40])[CH2:36][CH2:35]1. Given the reactants C([NH:8][C@H:9]([CH:14]=O)[CH2:10][CH:11]([CH3:13])[CH3:12])(OC(C)(C)C)=O.[CH2:16]([O:23][C:24]1[CH:29]=[CH:28][C:27]([N:30]([CH2:37][CH:38]=[C:39]([CH3:41])[CH3:40])[CH:31]2[CH2:36][CH2:35][NH:34][CH2:33][CH2:32]2)=[CH:26][CH:25]=1)[C:17]1[CH:22]=[CH:21][CH:20]=[CH:19][CH:18]=1.[BH-](OC(C)=O)(OC(C)=O)OC(C)=O.[Na+], predict the reaction product.